Dataset: Forward reaction prediction with 1.9M reactions from USPTO patents (1976-2016). Task: Predict the product of the given reaction. (1) Given the reactants [CH3:1][C@H:2]([O:5][C:6]1[CH:7]=[C:8]([CH:13]=[C:14]([O:16][CH2:17][C:18]2[CH:23]=[CH:22][CH:21]=[CH:20][CH:19]=2)[CH:15]=1)[C:9]([O:11]C)=[O:10])[CH2:3][CH3:4].[OH-].[Na+], predict the reaction product. The product is: [CH3:1][C@H:2]([O:5][C:6]1[CH:7]=[C:8]([CH:13]=[C:14]([O:16][CH2:17][C:18]2[CH:19]=[CH:20][CH:21]=[CH:22][CH:23]=2)[CH:15]=1)[C:9]([OH:11])=[O:10])[CH2:3][CH3:4]. (2) Given the reactants BrC1C=CC(F)=C([C@]2(C)C3[C@](C(O)=O)(C3)SC(N(C(OC(C)(C)C)=O)COCC[Si](C)(C)C)=N2)C=1.[C:36]([O:40][C:41]([N:43]([CH2:76][O:77][CH2:78][CH2:79][Si:80]([CH3:83])([CH3:82])[CH3:81])[C:44]1[S:45][C@:46]2([C:72]([O:74]C)=[O:73])[C@H:48]([C@:49]([C:52]3[CH:57]=[C:56]([NH:58][C:59]([C:61]4[CH:66]=[N:65][C:64]([O:67][CH2:68][C:69]#[CH:70])=[CH:63][N:62]=4)=[O:60])[CH:55]=[CH:54][C:53]=3[F:71])([CH3:51])[N:50]=1)[CH2:47]2)=[O:42])([CH3:39])([CH3:38])[CH3:37], predict the reaction product. The product is: [C:36]([O:40][C:41]([N:43]([CH2:76][O:77][CH2:78][CH2:79][Si:80]([CH3:83])([CH3:82])[CH3:81])[C:44]1[S:45][C@:46]2([C:72]([OH:74])=[O:73])[C@H:48]([C@:49]([C:52]3[CH:57]=[C:56]([NH:58][C:59]([C:61]4[CH:66]=[N:65][C:64]([O:67][CH2:68][C:69]#[CH:70])=[CH:63][N:62]=4)=[O:60])[CH:55]=[CH:54][C:53]=3[F:71])([CH3:51])[N:50]=1)[CH2:47]2)=[O:42])([CH3:38])([CH3:37])[CH3:39]. (3) Given the reactants [F:1][C:2]1[C:3]([N+:11]([O-:13])=[O:12])=[CH:4][C:5]([O:9][CH3:10])=[C:6]([OH:8])[CH:7]=1.Br[CH2:15][CH2:16][O:17][CH:18]1[CH2:23][CH2:22][CH2:21][CH2:20][O:19]1.C(=O)([O-])[O-].[K+].[K+].[Cl-].[NH4+], predict the reaction product. The product is: [F:1][C:2]1[C:3]([N+:11]([O-:13])=[O:12])=[CH:4][C:5]([O:9][CH3:10])=[C:6]([CH:7]=1)[O:8][CH2:15][CH2:16][O:17][CH:18]1[CH2:23][CH2:22][CH2:21][CH2:20][O:19]1. (4) Given the reactants S(=O)(=O)(O)O.N[C:7]1N(C2C=CC(S(C)(=O)=O)=CC=2F)N=CC=1C#N.[NH2:25][C:26]1[N:30]([C:31]2[CH:36]=[CH:35][C:34]([S:37]([CH3:40])(=[O:39])=[O:38])=[CH:33][C:32]=2[F:41])[N:29]=[CH:28][C:27]=1[C:42]([NH2:44])=[O:43], predict the reaction product. The product is: [F:41][C:32]1[CH:33]=[C:34]([S:37]([CH3:40])(=[O:38])=[O:39])[CH:35]=[CH:36][C:31]=1[N:30]1[C:26]2[NH:25][CH:7]=[N:44][C:42](=[O:43])[C:27]=2[CH:28]=[N:29]1. (5) The product is: [C:1]([O:5][C:6]([N:8]1[CH2:13][CH2:12][CH:11]([C:14](=[NH:15])[NH:23][OH:24])[CH2:10][CH2:9]1)=[O:7])([CH3:4])([CH3:3])[CH3:2]. Given the reactants [C:1]([O:5][C:6]([N:8]1[CH2:13][CH2:12][CH:11]([C:14]#[N:15])[CH2:10][CH2:9]1)=[O:7])([CH3:4])([CH3:3])[CH3:2].C([O-])([O-])=O.[K+].[K+].Cl.[NH2:23][OH:24], predict the reaction product.